From a dataset of Reaction yield outcomes from USPTO patents with 853,638 reactions. Predict the reaction yield, written as a fraction of the theoretical maximum amount of product (1.0 means a 100% yield; for example, 0.34 means a 34% yield). (1) The reactants are [Br:1]Br.[CH3:3][N:4]1[CH:13]=[CH:12][C:11]2[C:6](=[CH:7][CH:8]=[C:9]([N:14]3[CH:18]=[C:17]([CH3:19])[CH:16]=[N:15]3)[CH:10]=2)[C:5]1=[O:20]. The catalyst is C(O)(=O)C. The product is [Br:1][C:12]1[C:11]2[C:6](=[CH:7][CH:8]=[C:9]([N:14]3[CH:18]=[C:17]([CH3:19])[CH:16]=[N:15]3)[CH:10]=2)[C:5](=[O:20])[N:4]([CH3:3])[CH:13]=1. The yield is 0.560. (2) The reactants are [Cl:1][C:2]1[C:7]([F:8])=[CH:6][CH:5]=[C:4]([Cl:9])[C:3]=1[C@H:10]([O:12][C:13]1[C:14]([NH2:28])=[N:15][CH:16]=[C:17](B2OC(C)(C)C(C)(C)O2)[CH:18]=1)[CH3:11].[C:29]([O:33][C:34]([N:36]1[CH2:41][CH2:40][CH:39]([N:42]2[CH:46]=[C:45](Br)[CH:44]=[N:43]2)[CH2:38][CH2:37]1)=[O:35])([CH3:32])([CH3:31])[CH3:30].C([O-])([O-])=O.[Na+].[Na+]. The catalyst is COCCOC.O.Cl[Pd](Cl)([P](C1C=CC=CC=1)(C1C=CC=CC=1)C1C=CC=CC=1)[P](C1C=CC=CC=1)(C1C=CC=CC=1)C1C=CC=CC=1. The product is [C:29]([O:33][C:34]([N:36]1[CH2:37][CH2:38][CH:39]([N:42]2[CH:46]=[C:45]([C:17]3[CH:16]=[N:15][C:14]([NH2:28])=[C:13]([O:12][C@@H:10]([C:3]4[C:4]([Cl:9])=[CH:5][CH:6]=[C:7]([F:8])[C:2]=4[Cl:1])[CH3:11])[CH:18]=3)[CH:44]=[N:43]2)[CH2:40][CH2:41]1)=[O:35])([CH3:32])([CH3:30])[CH3:31]. The yield is 0.650. (3) The reactants are [CH2:1]([C:3]1[NH:4][C:5](=[O:27])[C:6]([CH2:12][C:13]2[CH:18]=[CH:17][C:16]([C:19]3[C:20]([C:25]#[N:26])=[CH:21][CH:22]=[CH:23][CH:24]=3)=[CH:15][CH:14]=2)=[C:7]([CH2:9][CH2:10][CH3:11])[N:8]=1)[CH3:2].[C:28]1(B(O)O)[CH:33]=[CH:32][CH:31]=[CH:30][CH:29]=1.N1C=CC=CC=1.C(N(CC)CC)C. The catalyst is C(OCC)(=O)C.C([O-])(=O)C.[Cu+2].C([O-])(=O)C.ClCCl. The product is [CH2:1]([C:3]1[N:4]([C:28]2[CH:33]=[CH:32][CH:31]=[CH:30][CH:29]=2)[C:5](=[O:27])[C:6]([CH2:12][C:13]2[CH:18]=[CH:17][C:16]([C:19]3[C:20]([C:25]#[N:26])=[CH:21][CH:22]=[CH:23][CH:24]=3)=[CH:15][CH:14]=2)=[C:7]([CH2:9][CH2:10][CH3:11])[N:8]=1)[CH3:2]. The yield is 1.00. (4) The reactants are [Na+].[O:2]=[S:3]1(=[O:17])[C:12]2[C:7](=[CH:8][CH:9]=[CH:10][N:11]=2)[NH:6][C:5]([CH2:13][C:14]([O-])=[O:15])=[N:4]1.C([O:20][C:21]([C@H:23]1[C@@H:28]([NH:29][CH2:30][C:31]2[CH:36]=[CH:35][C:34]([F:37])=[CH:33][CH:32]=2)[C@H:27]2[CH2:38][C@@H:24]1[CH2:25][CH2:26]2)=O)C.F[P-](F)(F)(F)(F)F.N1(OC(N(C)C)=[N+](C)C)C2N=CC=CC=2N=N1.C(N(CC)CC)C. The catalyst is CN(C)C=O.C(OCC)(=O)C. The product is [O:2]=[S:3]1(=[O:17])[C:12]2[C:7](=[CH:8][CH:9]=[CH:10][N:11]=2)[NH:6][C:5]([C:13]2[C:14](=[O:15])[N:29]([CH2:30][C:31]3[CH:32]=[CH:33][C:34]([F:37])=[CH:35][CH:36]=3)[C@@H:28]3[C@H:23]([C:21]=2[OH:20])[C@@H:24]2[CH2:38][C@H:27]3[CH2:26][CH2:25]2)=[N:4]1. The yield is 0.0690.